Dataset: Forward reaction prediction with 1.9M reactions from USPTO patents (1976-2016). Task: Predict the product of the given reaction. (1) Given the reactants [CH2:1]([N:5]1[C:10](=O)[CH2:9][C:8]([CH3:13])([CH3:12])[CH2:7][C:6]1=[O:14])[CH:2]([CH3:4])[CH3:3].[H-].[Al+3].[Li+].[H-].[H-].[H-], predict the reaction product. The product is: [CH2:1]([N:5]1[CH:10]=[CH:9][C:8]([CH3:12])([CH3:13])[CH2:7][C:6]1=[O:14])[CH:2]([CH3:4])[CH3:3]. (2) The product is: [Br:1][C:2]1[CH:3]=[CH:4][C:5]([S:8]([NH:11][CH2:12][C:13]2[CH:14]=[CH:15][C:16]([C:17]([NH:28][C:29]3[CH:34]=[CH:33][N:32]=[CH:31][CH:30]=3)=[O:19])=[CH:20][CH:21]=2)(=[O:9])=[O:10])=[CH:6][CH:7]=1. Given the reactants [Br:1][C:2]1[CH:7]=[CH:6][C:5]([S:8]([NH:11][CH2:12][C:13]2[CH:21]=[CH:20][C:16]([C:17]([OH:19])=O)=[CH:15][CH:14]=2)(=[O:10])=[O:9])=[CH:4][CH:3]=1.C(Cl)(=O)C(Cl)=O.[NH2:28][C:29]1[CH:34]=[CH:33][N:32]=[CH:31][CH:30]=1, predict the reaction product. (3) The product is: [NH:6]1[C:7]2[C:12](=[CH:11][C:10]([CH:13]([CH3:28])[C:22]([OH:25])=[O:24])=[CH:9][CH:8]=2)[CH:19]=[N:21]1. Given the reactants S(=O)(=O)(O)O.[NH2:6][C:7]1[CH:12]=[CH:11][C:10]([CH3:13])=[CH:9][CH:8]=1.[N+]([O-])(O)=O.N[C:19]([NH2:21])=O.[C:22]([O:25]CC)(=[O:24])C.[CH3:28]CCCCC, predict the reaction product. (4) Given the reactants [Si:1]([O:8][CH2:9][CH2:10][O:11][C:12]1[CH:21]=[C:20]2[C:15]([N:16]=[CH:17][C:18]([C:22]3[CH:29]=[CH:28][C:25]([NH:26][CH3:27])=[CH:24][CH:23]=3)=[N:19]2)=[CH:14][CH:13]=1)([C:4]([CH3:7])([CH3:6])[CH3:5])([CH3:3])[CH3:2].[C:41]([O:40][C:38](O[C:38]([O:40][C:41]([CH3:44])([CH3:43])[CH3:42])=[O:39])=[O:39])([CH3:44])([CH3:43])[CH3:42].C(N(CC)CC)C, predict the reaction product. The product is: [C:41]([O:40][C:38](=[O:39])[N:26]([C:25]1[CH:28]=[CH:29][C:22]([C:18]2[CH:17]=[N:16][C:15]3[C:20](=[CH:21][C:12]([O:11][CH2:10][CH2:9][O:8][Si:1]([C:4]([CH3:7])([CH3:6])[CH3:5])([CH3:3])[CH3:2])=[CH:13][CH:14]=3)[N:19]=2)=[CH:23][CH:24]=1)[CH3:27])([CH3:42])([CH3:43])[CH3:44]. (5) Given the reactants [CH3:1][O:2][C:3](=[O:28])[CH:4]([C:14]1[CH:19]=[C:18]([C:20]([F:23])([F:22])[F:21])[CH:17]=[C:16]([C:24]([F:27])([F:26])[F:25])[CH:15]=1)[CH2:5][C:6]1[C:7](Cl)=[N:8][C:9](Cl)=[N:10][CH:11]=1.[NH2:29][C:30]1[CH:35]=[CH:34][CH:33]=[CH:32][CH:31]=1, predict the reaction product. The product is: [CH3:1][O:2][C:3](=[O:28])[CH:4]([C:14]1[CH:19]=[C:18]([C:20]([F:23])([F:22])[F:21])[CH:17]=[C:16]([C:24]([F:27])([F:26])[F:25])[CH:15]=1)[CH2:5][C:6]1[C:7]([NH:29][C:30]2[CH:35]=[CH:34][CH:33]=[CH:32][CH:31]=2)=[N:8][C:9]([NH:29][C:30]2[CH:35]=[CH:34][CH:33]=[CH:32][CH:31]=2)=[N:10][CH:11]=1. (6) The product is: [Cl:1][C:2]1[CH:3]=[CH:4][C:5]([C:6]([N:56]2[CH2:57][CH2:58][N:53]([C:50]3[CH:49]=[CH:48][C:47]([O:46][CH2:45][CH2:44][CH2:43][N:37]4[CH2:38][CH2:39][CH2:40][CH2:41][CH2:42]4)=[CH:52][CH:51]=3)[CH2:54][CH2:55]2)=[O:8])=[CH:9][CH:10]=1. Given the reactants [Cl:1][C:2]1[CH:10]=[CH:9][C:5]([C:6]([OH:8])=O)=[CH:4][CH:3]=1.C1(N=C=NC2CCCCC2)CCCCC1.O.ON1C2C=CC=CC=2N=N1.[N:37]1([CH2:43][CH2:44][CH2:45][O:46][C:47]2[CH:52]=[CH:51][C:50]([N:53]3[CH2:58][CH2:57][NH:56][CH2:55][CH2:54]3)=[CH:49][CH:48]=2)[CH2:42][CH2:41][CH2:40][CH2:39][CH2:38]1, predict the reaction product. (7) Given the reactants O[CH:2]([CH2:18][CH2:19][N:20]1[C:25]2=[N:26][C:27]([O:30]C)=[CH:28][N:29]=[C:24]2[CH:23]=[CH:22][C:21]1=[O:32])[CH2:3][N:4]1[CH2:9][CH2:8][CH:7]([NH:10][C:11](=[O:17])[O:12][C:13]([CH3:16])([CH3:15])[CH3:14])[CH2:6][CH2:5]1.C(N(C(C)C)CC)(C)C.CS(OS(C)(=O)=O)(=O)=O, predict the reaction product. The product is: [O:30]=[C:27]1[N:26]2[C:25]3[N:20]([CH2:19][CH2:18][CH:2]2[CH2:3][N:4]2[CH2:9][CH2:8][CH:7]([NH:10][C:11](=[O:17])[O:12][C:13]([CH3:16])([CH3:15])[CH3:14])[CH2:6][CH2:5]2)[C:21](=[O:32])[CH:22]=[CH:23][C:24]=3[N:29]=[CH:28]1.